Dataset: Full USPTO retrosynthesis dataset with 1.9M reactions from patents (1976-2016). Task: Predict the reactants needed to synthesize the given product. (1) Given the product [Cl:1][C:2]1[CH:7]=[CH:6][C:5]([NH:8][NH:9][C:18]([C:14]2[O:13][CH:17]=[CH:16][CH:15]=2)=[O:19])=[C:4]([CH3:10])[CH:3]=1, predict the reactants needed to synthesize it. The reactants are: [Cl:1][C:2]1[CH:7]=[CH:6][C:5]([NH:8][NH2:9])=[C:4]([CH3:10])[CH:3]=1.[Li+].[OH-].[O:13]1[CH:17]=[CH:16][CH:15]=[C:14]1[C:18](Cl)=[O:19]. (2) Given the product [Cl:25][C:19]1[CH:20]=[C:21]([Cl:24])[CH:22]=[CH:23][C:18]=1[C:8]1[C:9]([C:16]#[N:17])=[C:10]([O:11][CH2:12][CH:13]([CH3:15])[CH3:14])[C:5]2[N:6]([C:2]([C:30]3[CH:29]=[N:28][C:27]([F:26])=[CH:32][CH:31]=3)=[CH:3][N:4]=2)[CH:7]=1, predict the reactants needed to synthesize it. The reactants are: Br[C:2]1[N:6]2[CH:7]=[C:8]([C:18]3[CH:23]=[CH:22][C:21]([Cl:24])=[CH:20][C:19]=3[Cl:25])[C:9]([C:16]#[N:17])=[C:10]([O:11][CH2:12][CH:13]([CH3:15])[CH3:14])[C:5]2=[N:4][CH:3]=1.[F:26][C:27]1[CH:32]=[CH:31][C:30](B(O)O)=[CH:29][N:28]=1.C([O-])([O-])=O.[Na+].[Na+]. (3) Given the product [CH2:31]([NH:33][C:4]([C:6]1[S:24][C:9]2[N:10]=[C:11]([NH2:23])[N:12]=[C:13]([C:14]3[CH:19]=[C:18]([CH2:20][NH:28][CH2:25][CH2:26][CH3:27])[CH:17]=[CH:16][C:15]=3[CH3:22])[C:8]=2[CH:7]=1)=[O:3])[CH3:32], predict the reactants needed to synthesize it. The reactants are: C([O:3][C:4]([C:6]1[S:24][C:9]2[N:10]=[C:11]([NH2:23])[N:12]=[C:13]([C:14]3[CH:19]=[C:18]([CH:20]=O)[CH:17]=[CH:16][C:15]=3[CH3:22])[C:8]=2[CH:7]=1)=O)C.[CH2:25]([NH2:28])[CH2:26][CH3:27].[BH4-].[Na+].[CH2:31]([NH2:33])[CH3:32].